Dataset: Catalyst prediction with 721,799 reactions and 888 catalyst types from USPTO. Task: Predict which catalyst facilitates the given reaction. (1) Reactant: [C:1]([CH2:3][C:4]([NH2:6])=[O:5])#[N:2].C[O-].[Na+].F[B-](F)(F)F.[CH2:15]([N:22]1[C:30]2[C:25](=[CH:26][CH:27]=[CH:28][CH:29]=2)[C:24]([CH:31]=[N+](C)C)=[C:23]1[O:35][CH2:36][CH3:37])[C:16]1[CH:21]=[CH:20][CH:19]=[CH:18][CH:17]=1. Product: [CH2:15]([N:22]1[C:30]2[C:25](=[CH:26][CH:27]=[CH:28][CH:29]=2)[C:24](/[CH:31]=[C:3](\[C:1]#[N:2])/[C:4]([NH2:6])=[O:5])=[C:23]1[O:35][CH2:36][CH3:37])[C:16]1[CH:17]=[CH:18][CH:19]=[CH:20][CH:21]=1. The catalyst class is: 5. (2) Reactant: I[CH2:2][CH2:3][S:4][C:5]1[CH:10]=[CH:9][CH:8]=[CH:7][CH:6]=1.[C:11]([O:19][CH2:20][CH3:21])(=[O:18])[CH2:12][C:13]([O:15][CH2:16][CH3:17])=[O:14].C(=O)([O-])[O-].[K+].[K+]. Product: [CH2:20]([O:19][C:11](=[O:18])[C:12]([CH2:2][CH2:3][S:4][C:5]1[CH:10]=[CH:9][CH:8]=[CH:7][CH:6]=1)([CH2:2][CH2:3][S:4][C:5]1[CH:10]=[CH:9][CH:8]=[CH:7][CH:6]=1)[C:13]([O:15][CH2:16][CH3:17])=[O:14])[CH3:21]. The catalyst class is: 3. (3) Reactant: [CH2:1]([N:8]1[CH:16]=[C:15]2[C:10]([CH:11]=[C:12]([C:17]3[CH:18]=[C:19]([CH:27]4[O:32][CH2:31][CH2:30][NH:29][CH2:28]4)[N:20]4[C:25]=3[C:24]([NH2:26])=[N:23][CH:22]=[N:21]4)[CH:13]=[CH:14]2)=[N:9]1)[C:2]1[CH:7]=[CH:6][CH:5]=[CH:4][CH:3]=1.Cl[CH2:34][C:35]([N:37]([CH3:39])[CH3:38])=[O:36].C(=O)([O-])[O-].[K+].[K+].[I-].[K+]. Product: [NH2:26][C:24]1[C:25]2=[C:17]([C:12]3[CH:13]=[CH:14][C:15]4[C:10]([CH:11]=3)=[N:9][N:8]([CH2:1][C:2]3[CH:7]=[CH:6][CH:5]=[CH:4][CH:3]=3)[CH:16]=4)[CH:18]=[C:19]([CH:27]3[O:32][CH2:31][CH2:30][N:29]([CH2:34][C:35]([N:37]([CH3:39])[CH3:38])=[O:36])[CH2:28]3)[N:20]2[N:21]=[CH:22][N:23]=1. The catalyst class is: 3. (4) Reactant: [CH2:1]([NH:4][C:5]1[C:14]2[C:9](=[CH:10][CH:11]=[C:12]([N+:15]([O-:17])=[O:16])[CH:13]=2)[N:8]=[C:7](Cl)[N:6]=1)[CH:2]=[CH2:3].[CH2:19]([NH:22][CH2:23][CH:24]=[CH2:25])[CH:20]=[CH2:21]. Product: [CH2:1]([NH:4][C:5]1[C:14]2[C:9](=[CH:10][CH:11]=[C:12]([N+:15]([O-:17])=[O:16])[CH:13]=2)[N:8]=[C:7]([N:22]([CH2:23][CH:24]=[CH2:25])[CH2:19][CH:20]=[CH2:21])[N:6]=1)[CH:2]=[CH2:3]. The catalyst class is: 6. (5) Reactant: [C:1](Cl)(=O)[CH2:2][CH2:3][CH3:4].[NH2:7][C:8]1[C:9]([Cl:25])=[N:10][C:11]([CH3:24])=[C:12]([CH3:23])[C:13]=1[NH:14][NH:15][C:16]([O:18][C:19]([CH3:22])([CH3:21])[CH3:20])=[O:17].C(N(CC)CC)C.[OH-].[Na+]. Product: [Cl:25][C:9]1[C:8]2[N:7]=[C:1]([CH2:2][CH2:3][CH3:4])[N:14]([NH:15][C:16](=[O:17])[O:18][C:19]([CH3:20])([CH3:21])[CH3:22])[C:13]=2[C:12]([CH3:23])=[C:11]([CH3:24])[N:10]=1. The catalyst class is: 4. (6) Reactant: [NH2:1][C:2]1[C:3]([C:12]([OH:14])=[O:13])=[CH:4][C:5]2[O:10][CH2:9][CH2:8][O:7][C:6]=2[CH:11]=1.[F:15][C:16]([F:21])([F:20])[CH2:17][CH:18]=O.C(O)(=O)C.C(O[BH-](OC(=O)C)OC(=O)C)(=O)C.[Na+]. Product: [F:15][C:16]([F:21])([F:20])[CH2:17][CH2:18][NH:1][C:2]1[C:3]([C:12]([OH:14])=[O:13])=[CH:4][C:5]2[O:10][CH2:9][CH2:8][O:7][C:6]=2[CH:11]=1. The catalyst class is: 26. (7) The catalyst class is: 3. Product: [CH:14]1([NH:20][C:2]2[C:3]3[CH:13]=[CH:12][NH:11][C:4]=3[N:5]=[CH:6][C:7]=2[N+:8]([O-:10])=[O:9])[CH2:19][CH2:18][CH2:17][CH2:16][CH2:15]1. Reactant: Cl[C:2]1[C:7]([N+:8]([O-:10])=[O:9])=[CH:6][N:5]=[C:4]2[NH:11][CH:12]=[CH:13][C:3]=12.[CH:14]1([NH2:20])[CH2:19][CH2:18][CH2:17][CH2:16][CH2:15]1.